From a dataset of Forward reaction prediction with 1.9M reactions from USPTO patents (1976-2016). Predict the product of the given reaction. (1) Given the reactants [CH3:1][O:2][C:3](=[O:29])[C:4]1[CH:9]=[CH:8][C:7](/[CH:10]=[CH:11]/[C:12]2[C:17]([Cl:18])=[CH:16][C:15]([N:19]3[CH2:24][CH2:23][O:22][CH2:21][CH2:20]3)=[CH:14][C:13]=2[Cl:25])=[C:6]([N+:26]([O-])=O)[CH:5]=1, predict the reaction product. The product is: [CH3:1][O:2][C:3]([C:4]1[CH:5]=[C:6]2[C:7]([CH:10]=[C:11]([C:12]3[C:17]([Cl:18])=[CH:16][C:15]([N:19]4[CH2:24][CH2:23][O:22][CH2:21][CH2:20]4)=[CH:14][C:13]=3[Cl:25])[NH:26]2)=[CH:8][CH:9]=1)=[O:29]. (2) Given the reactants [CH:1]1([OH:7])[CH2:6][CH2:5][CH2:4][CH2:3][CH2:2]1.[H-].[Na+].Cl[C:11]1[N:16]2[N:17]=[C:18]([NH2:20])[N:19]=[C:15]2[CH:14]=[CH:13][CH:12]=1, predict the reaction product. The product is: [CH:1]1([O:7][C:11]2[N:16]3[N:17]=[C:18]([NH2:20])[N:19]=[C:15]3[CH:14]=[CH:13][CH:12]=2)[CH2:6][CH2:5][CH2:4][CH2:3][CH2:2]1. (3) Given the reactants CC[C@H]1[C@H]2C[C@H]([C@H](OC3C4C(=CC=CC=4)C(O[C@H](C4C=CN=C5C=4C=C(OC)C=C5)[C@@H]4N5C[C@H](CC)[C@@H](CC5)C4)=NN=3)C3C=CN=C4C=3C=C([O:22]C)C=C4)N(CC2)C1.[C:59]([OH:63])([CH3:62])(C)[CH3:60].[CH2:64]([O:71][C:72]([N:74]1CC=C[CH2:76][CH2:75]1)=[O:73])[C:65]1[CH:70]=[CH:69][CH:68]=[CH:67][CH:66]=1.S([O-])([O-])=O.[Na+].[Na+], predict the reaction product. The product is: [CH2:64]([O:71][C:72]([N:74]1[CH2:75][CH2:76][CH:60]([OH:22])[CH:59]([OH:63])[CH2:62]1)=[O:73])[C:65]1[CH:70]=[CH:69][CH:68]=[CH:67][CH:66]=1.